This data is from Catalyst prediction with 721,799 reactions and 888 catalyst types from USPTO. The task is: Predict which catalyst facilitates the given reaction. Product: [Cl:10][C:7]1[C:8]([CH3:9])=[C:3]([NH:23][C:20]2[CH:19]=[CH:18][C:17]([O:16][CH2:15][CH3:14])=[CH:22][CH:21]=2)[C:4]2[N:5]([CH:11]=[CH:12][N:13]=2)[N:6]=1. The catalyst class is: 179. Reactant: Cl.Br[C:3]1[C:4]2[N:5]([CH:11]=[CH:12][N:13]=2)[N:6]=[C:7]([Cl:10])[C:8]=1[CH3:9].[CH3:14][CH2:15][O:16][C:17]1[CH:18]=[CH:19][C:20]([NH2:23])=[CH:21][CH:22]=1.COC1C=CC(N)=CC=1.C([O-])([O-])=O.[K+].[K+].